From a dataset of Forward reaction prediction with 1.9M reactions from USPTO patents (1976-2016). Predict the product of the given reaction. Given the reactants [OH-].[Li+].[C:3]([C:5]1[CH:10]=[CH:9][C:8]([CH:11]2[C:20]3[C:19](=[O:21])[CH2:18][CH2:17][CH2:16][C:15]=3[N:14]([C:22]3[CH:27]=[CH:26][CH:25]=[C:24]([C:28]([F:31])([F:30])[F:29])[CH:23]=3)[C:13](=[O:32])[N:12]2[S:33]([CH2:36][CH2:37][CH2:38][C:39]([O:41]C)=[O:40])(=[O:35])=[O:34])=[CH:7][CH:6]=1)#[N:4], predict the reaction product. The product is: [C:3]([C:5]1[CH:10]=[CH:9][C:8]([CH:11]2[C:20]3[C:19](=[O:21])[CH2:18][CH2:17][CH2:16][C:15]=3[N:14]([C:22]3[CH:27]=[CH:26][CH:25]=[C:24]([C:28]([F:30])([F:29])[F:31])[CH:23]=3)[C:13](=[O:32])[N:12]2[S:33]([CH2:36][CH2:37][CH2:38][C:39]([OH:41])=[O:40])(=[O:34])=[O:35])=[CH:7][CH:6]=1)#[N:4].